The task is: Regression. Given two drug SMILES strings and cell line genomic features, predict the synergy score measuring deviation from expected non-interaction effect.. This data is from NCI-60 drug combinations with 297,098 pairs across 59 cell lines. Drug 1: C1=CN(C=N1)CC(O)(P(=O)(O)O)P(=O)(O)O. Drug 2: CC(C)CN1C=NC2=C1C3=CC=CC=C3N=C2N. Cell line: COLO 205. Synergy scores: CSS=3.75, Synergy_ZIP=-0.704, Synergy_Bliss=-0.601, Synergy_Loewe=0.228, Synergy_HSA=-1.07.